This data is from HIV replication inhibition screening data with 41,000+ compounds from the AIDS Antiviral Screen. The task is: Binary Classification. Given a drug SMILES string, predict its activity (active/inactive) in a high-throughput screening assay against a specified biological target. (1) The result is 0 (inactive). The compound is O=C1OC(C(O)CO)C(O)=C1O. (2) The drug is COc1ccc(C(=O)C2CCC(C(=O)O)C2)cc1. The result is 0 (inactive). (3) The compound is Cc1ccc(C(=O)C2C=C(c3ccc(C)cc3)SC3C=CCC32)cc1. The result is 0 (inactive). (4) The drug is Cc1ccc(C(=O)Nc2ccc(S(=O)(=O)O)c3cc(S(=O)(=O)O)cc(S(=O)(=O)O)c23)cc1NC(=O)c1cccc(NC(=O)Nc2cccc(C(=O)Nc3cc(C(=O)Nc4ccc(S(=O)(=O)O)c5cc(S(=O)(=O)O)cc(S(=O)(=O)O)c45)ccc3C)c2)c1. The result is 1 (active). (5) The drug is CSc1ccc(C=C2C=Cc3ccccc32)cc1. The result is 0 (inactive). (6) The compound is Cc1cccc2c(N)c3cccc(C(=O)NCC[N+](C)(C)Cc4ccccc4[N+](=O)[O-])c3nc12.[Cl-]. The result is 0 (inactive). (7) The drug is CC(C)(C)c1ccc(SSc2ccc(C(C)(C)C)cc2)cc1. The result is 0 (inactive). (8) The drug is NP(=O)(OCc1ccc([N+](=O)[O-])o1)N(CCBr)CCBr. The result is 0 (inactive). (9) The drug is Cc1ccc2[nH]c3nc(S)nc(O)c3c2c1. The result is 1 (active). (10) The drug is Clc1nc(NC23CC4CC(CC(C4)C2)C3)nc(NC23CC4CC(CC(C4)C2)C3)n1. The result is 0 (inactive).